From a dataset of Full USPTO retrosynthesis dataset with 1.9M reactions from patents (1976-2016). Predict the reactants needed to synthesize the given product. (1) Given the product [Br:16][C:17]1[CH:18]=[N:19][N:20]([C:22]2([CH3:1])[CH2:24][CH2:23]2)[CH:21]=1, predict the reactants needed to synthesize it. The reactants are: [C:1](O)(C(F)(F)F)=O.[Zn](CC)CC.C(I)I.[Br:16][C:17]1[CH:18]=[N:19][N:20]([C:22]([CH3:24])=[CH2:23])[CH:21]=1. (2) Given the product [CH3:1][O:2][CH:3]([CH2:12][C:13]1[N:14]=[CH:15][N:16]([C:18]([C:31]2[CH:36]=[CH:35][CH:34]=[CH:33][CH:32]=2)([C:25]2[CH:26]=[CH:27][CH:28]=[CH:29][CH:30]=2)[C:19]2[CH:24]=[CH:23][CH:22]=[CH:21][CH:20]=2)[CH:17]=1)[C:4]([O:6][CH3:7])=[O:5], predict the reactants needed to synthesize it. The reactants are: [CH3:1][O:2][C:3]([CH2:12][C:13]1[N:14]=[CH:15][N:16]([C:18]([C:31]2[CH:36]=[CH:35][CH:34]=[CH:33][CH:32]=2)([C:25]2[CH:30]=[CH:29][CH:28]=[CH:27][CH:26]=2)[C:19]2[CH:24]=[CH:23][CH:22]=[CH:21][CH:20]=2)[CH:17]=1)(C(OC)=O)[C:4]([O:6][CH3:7])=[O:5].[Cl-].[Na+].C(OCC)(=O)C.